Predict the reaction yield, written as a fraction of the theoretical maximum amount of product (1.0 means a 100% yield; for example, 0.34 means a 34% yield). From a dataset of Reaction yield outcomes from USPTO patents with 853,638 reactions. (1) The reactants are [CH3:1][O:2][C:3]1[CH:4]=[C:5]2[C:10](=[CH:11][C:12]=1[O:13][CH2:14][CH:15]1[CH2:17][O:16]1)[N:9]=[CH:8][CH:7]=[C:6]2[O:18][C:19]1[CH:24]=[CH:23][C:22]([CH3:25])=[CH:21][C:20]=1[C:26]([C:28]1[CH:33]=[CH:32][CH:31]=[CH:30][CH:29]=1)=[O:27].[NH:34]1[CH:38]=[CH:37][N:36]=[CH:35]1.O.CN(C)[CH:42]=[O:43]. No catalyst specified. The product is [OH:16][CH:15]([CH2:17][C:42]([N:34]1[CH:38]=[CH:37][N:36]=[CH:35]1)=[O:43])[CH2:14][O:13][C:12]1[CH:11]=[C:10]2[C:5]([C:6]([O:18][C:19]3[CH:24]=[CH:23][C:22]([CH3:25])=[CH:21][C:20]=3[C:26]([C:28]3[CH:29]=[CH:30][CH:31]=[CH:32][CH:33]=3)=[O:27])=[CH:7][CH:8]=[N:9]2)=[CH:4][C:3]=1[O:2][CH3:1]. The yield is 0.800. (2) The reactants are [C:1]1([NH:7][C:8]([C:10]2[N:14]3[N:15]=[C:16](Cl)[C:17]([CH:19]4[CH2:23][CH2:22][CH2:21][CH2:20]4)=[CH:18][C:13]3=[N:12][CH:11]=2)=[O:9])[CH:6]=[CH:5][CH:4]=[CH:3][CH:2]=1.[CH3:25][O:26][C:27]1[CH:34]=[CH:33][C:30]([CH2:31][NH2:32])=[CH:29][CH:28]=1. The catalyst is ClCCl. The product is [C:1]1([NH:7][C:8]([C:10]2[N:14]3[N:15]=[C:16]([NH:32][CH2:31][C:30]4[CH:33]=[CH:34][C:27]([O:26][CH3:25])=[CH:28][CH:29]=4)[C:17]([CH:19]4[CH2:23][CH2:22][CH2:21][CH2:20]4)=[CH:18][C:13]3=[N:12][CH:11]=2)=[O:9])[CH:6]=[CH:5][CH:4]=[CH:3][CH:2]=1. The yield is 0.700. (3) The reactants are Br[C:2]1[CH:7]=[CH:6][C:5](/[CH:8]=[CH:9]/[C:10]2[NH:11][CH:12]=[C:13]([C:15]3[CH:20]=[CH:19][C:18]([Cl:21])=[CH:17][C:16]=3[Cl:22])[N:14]=2)=[CH:4][CH:3]=1.[O:23]1[C:27](B(O)O)=[CH:26][C:25]2[CH:31]=[CH:32][CH:33]=[CH:34][C:24]1=2. No catalyst specified. The product is [O:23]1[C:24]2=[CH:34][CH:33]=[CH:32][C:31]2=[CH:25][CH:26]=[C:27]1[C:6]1[CH:7]=[CH:2][CH:3]=[CH:4][C:5]=1/[CH:8]=[CH:9]/[C:10]1[NH:11][CH:12]=[C:13]([C:15]2[CH:20]=[CH:19][C:18]([Cl:21])=[CH:17][C:16]=2[Cl:22])[N:14]=1. The yield is 0.340. (4) The reactants are [CH:1]1[C:13]2[NH:12][C:11]3[C:6](=[CH:7][CH:8]=[CH:9][CH:10]=3)[C:5]=2[CH:4]=[CH:3][CH:2]=1.Br[CH2:15][CH2:16][CH2:17][N:18]([CH2:31][CH3:32])[S:19]([C:22]1[CH:27]=[CH:26][CH:25]=[CH:24][C:23]=1[N+:28]([O-:30])=[O:29])(=[O:21])=[O:20].[H-].[Na+].CCCCCC.C(OCC)(=O)C. The catalyst is CN(C=O)C. The product is [CH:10]1[C:11]2[N:12]([CH2:15][CH2:16][CH2:17][N:18]([CH2:31][CH3:32])[S:19]([C:22]3[CH:27]=[CH:26][CH:25]=[CH:24][C:23]=3[N+:28]([O-:30])=[O:29])(=[O:20])=[O:21])[C:13]3[C:5](=[CH:4][CH:3]=[CH:2][CH:1]=3)[C:6]=2[CH:7]=[CH:8][CH:9]=1. The yield is 0.610. (5) The catalyst is C1COCC1. The product is [Cl:17][CH2:16][CH2:15][CH2:14][CH2:1][C:2]1[CH:7]=[CH:6][N:5]=[CH:4][CH:3]=1. The yield is 0.976. The reactants are [CH3:1][C:2]1[CH:7]=[CH:6][N:5]=[CH:4][CH:3]=1.[Li]CCCC.Br[CH2:14][CH2:15][CH2:16][Cl:17].O. (6) The reactants are [C:1]([C:4]1[C:33](=[O:34])[C@@:8]2([CH3:35])[C:9]3[C:15]([OH:16])=[CH:14][C:13]([O:17][CH3:18])=[C:12]([C:19]([NH:21][CH2:22][C:23]4[C:28]([CH3:29])=[CH:27][C:26]([OH:30])=[C:25]([CH3:31])[C:24]=4[CH3:32])=[O:20])[C:10]=3[O:11][C:7]2=[CH:6][C:5]=1[OH:36])(=O)[CH3:2].Cl.[CH2:38]([O:41][NH2:42])[C:39]#[CH:40].C(=O)(O)[O-].[Na+]. The catalyst is O1CCCC1.CO. The product is [OH:16][C:15]1[C:9]2[C@:8]3([CH3:35])[C:33](=[O:34])[C:4](/[C:1](=[N:42]/[O:41][CH2:38][C:39]#[CH:40])/[CH3:2])=[C:5]([OH:36])[CH:6]=[C:7]3[O:11][C:10]=2[C:12]([C:19]([NH:21][CH2:22][C:23]2[C:28]([CH3:29])=[CH:27][C:26]([OH:30])=[C:25]([CH3:31])[C:24]=2[CH3:32])=[O:20])=[C:13]([O:17][CH3:18])[CH:14]=1. The yield is 0.490. (7) The reactants are [Br:1][C:2]1[N:3]=[C:4]([NH:16][CH2:17][C:18]2[C:23]([F:24])=[CH:22][CH:21]=[C:20]([F:25])[C:19]=2[Cl:26])[C:5]([NH:8][C:9](=[O:15])[C:10](OCC)=[O:11])=[N:6][CH:7]=1. The catalyst is COCCOCCOC. The product is [Br:1][C:2]1[N:3]=[C:4]2[N:16]([CH2:17][C:18]3[C:23]([F:24])=[CH:22][CH:21]=[C:20]([F:25])[C:19]=3[Cl:26])[C:10](=[O:11])[C:9](=[O:15])[NH:8][C:5]2=[N:6][CH:7]=1. The yield is 0.430. (8) The reactants are Br[C:2]1[CH:10]=[C:9]2[C:5]([CH2:6][NH:7][C:8]2=[O:11])=[CH:4][CH:3]=1.[CH3:12][C:13]1([CH3:29])[C:17]([CH3:19])([CH3:18])[O:16][B:15]([B:15]2[O:16][C:17]([CH3:19])([CH3:18])[C:13]([CH3:29])([CH3:12])[O:14]2)[O:14]1.C([O-])(=O)C.[K+]. The catalyst is C1C=CC(P(C2C=CC=CC=2)[C-]2C=CC=C2)=CC=1.C1C=CC(P(C2C=CC=CC=2)[C-]2C=CC=C2)=CC=1.Cl[Pd]Cl.[Fe+2]. The product is [CH3:12][C:13]1([CH3:29])[C:17]([CH3:19])([CH3:18])[O:16][B:15]([C:2]2[CH:10]=[C:9]3[C:5]([CH2:6][NH:7][C:8]3=[O:11])=[CH:4][CH:3]=2)[O:14]1. The yield is 0.620. (9) The reactants are [I:1][C:2]1[NH:6][C:5]([C@@H:7]2[CH2:11][CH2:10][C@H:9]([CH3:12])[N:8]2[C:13]([O:15]C(C)(C)C)=O)=[N:4][CH:3]=1.Cl.[CH3:21][O:22][C:23]([NH:25][C@@H:26]([CH:30]([CH3:32])[CH3:31])C(O)=O)=O.[CH3:33]N(C(ON1N=NC2C=CC=NC1=2)=[N+](C)C)C.F[P-](F)(F)(F)(F)F.C(N(C(C)C)CC)(C)C. The catalyst is ClCCl. The product is [I:1][C:2]1[NH:6][C:5]([C@@H:7]2[CH2:11][CH2:10][C@H:9]([CH3:12])[N:8]2[C:13](=[O:15])[C@@H:26]([NH:25][C:23]([O:22][CH3:21])=[CH2:33])[CH:30]([CH3:32])[CH3:31])=[N:4][CH:3]=1. The yield is 0.940.